This data is from Catalyst prediction with 721,799 reactions and 888 catalyst types from USPTO. The task is: Predict which catalyst facilitates the given reaction. (1) Reactant: [OH:1][C:2]1[C:7]([O:8][CH3:9])=[CH:6][CH:5]=[CH:4][N:3]=1.Br[CH2:11][C:12]([O:14][CH2:15][CH3:16])=[O:13].C(=O)([O-])[O-].[K+].[K+].CCCCCCC. Product: [CH2:15]([O:14][C:12](=[O:13])[CH2:11][N:3]1[CH:4]=[CH:5][CH:6]=[C:7]([O:8][CH3:9])[C:2]1=[O:1])[CH3:16]. The catalyst class is: 13. (2) Reactant: [Br:1][C:2]1[C:3]([C:14](=[S:16])[NH2:15])=[CH:4][C:5]([NH:8][C:9]([NH:11][CH2:12][CH3:13])=[O:10])=[N:6][CH:7]=1.Br[CH2:18][C:19](=O)[CH2:20][CH3:21]. Product: [Br:1][C:2]1[C:3]([C:14]2[S:16][CH:18]=[C:19]([CH2:20][CH3:21])[N:15]=2)=[CH:4][C:5]([NH:8][C:9]([NH:11][CH2:12][CH3:13])=[O:10])=[N:6][CH:7]=1. The catalyst class is: 10.